From a dataset of Catalyst prediction with 721,799 reactions and 888 catalyst types from USPTO. Predict which catalyst facilitates the given reaction. Reactant: [S:1]1[C:5]2[CH:6]=[CH:7][CH:8]=[CH:9][C:4]=2[N:3]=[C:2]1[C:10]1[CH:19]=[C:18]([N+:20]([O-])=O)[CH:17]=[C:16]2[C:11]=1[CH2:12][CH2:13][N:14]([C:23](=[O:28])[C:24]([F:27])([F:26])[F:25])[CH2:15]2.[H][H]. Product: [NH2:20][C:18]1[CH:17]=[C:16]2[C:11]([CH2:12][CH2:13][N:14]([C:23](=[O:28])[C:24]([F:27])([F:25])[F:26])[CH2:15]2)=[C:10]([C:2]2[S:1][C:5]3[CH:6]=[CH:7][CH:8]=[CH:9][C:4]=3[N:3]=2)[CH:19]=1. The catalyst class is: 29.